This data is from Reaction yield outcomes from USPTO patents with 853,638 reactions. The task is: Predict the reaction yield, written as a fraction of the theoretical maximum amount of product (1.0 means a 100% yield; for example, 0.34 means a 34% yield). The reactants are Cl[C:2]1[N:7]=[CH:6][N:5]=[C:4]([NH2:8])[CH:3]=1.[Na].[C:10]1([OH:16])[CH:15]=[CH:14][CH:13]=[CH:12][CH:11]=1.[OH-].[Na+]. No catalyst specified. The product is [O:16]([C:2]1[N:7]=[CH:6][N:5]=[C:4]([NH2:8])[CH:3]=1)[C:10]1[CH:15]=[CH:14][CH:13]=[CH:12][CH:11]=1. The yield is 0.750.